From a dataset of Forward reaction prediction with 1.9M reactions from USPTO patents (1976-2016). Predict the product of the given reaction. (1) Given the reactants CO[CH:3]1[CH:7]=[CH:6][CH:5]([O:8]C)O1.[CH2:10]1[N:15]([C:16]2[CH:21]=[CH:20][C:19]([N:22]3[C:26](=[O:27])[O:25][C@@H:24]([CH2:28][NH2:29])[CH2:23]3)=[CH:18][C:17]=2[F:30])[CH2:14][CH2:13][O:12][CH2:11]1, predict the reaction product. The product is: [F:30][C:17]1[CH:18]=[C:19]([N:22]2[CH2:23][C@H:24]([CH2:28][N:29]3[CH:3]=[CH:7][CH2:6][C:5]3=[O:8])[O:25][C:26]2=[O:27])[CH:20]=[CH:21][C:16]=1[N:15]1[CH2:14][CH2:13][O:12][CH2:11][CH2:10]1. (2) The product is: [CH3:1][C:2]1[C:10]2[C:5](=[CH:6][C:7]([NH:11][C:12]3[N:21]=[CH:20][C:19]4[C:14](=[C:15]([CH3:23])[C:16]([NH2:24])=[CH:17][CH:18]=4)[N:13]=3)=[CH:8][CH:9]=2)[NH:4][N:3]=1. Given the reactants [CH3:1][C:2]1[C:10]2[C:5](=[CH:6][C:7]([NH:11][C:12]3[N:21]=[CH:20][C:19]4[C:14](=[C:15]([CH3:23])[C:16](F)=[CH:17][CH:18]=4)[N:13]=3)=[CH:8][CH:9]=2)[NH:4][N:3]=1.[N-:24]=[N+]=[N-].[Na+].C1OCCOCCOCCOCCOCCOC1, predict the reaction product. (3) Given the reactants [N-:1]=[N+:2]=[N-:3].[Na+].CS(O[CH2:10][C@@H:11]([NH:23][C:24]([O:26][C:27]([CH3:30])([CH3:29])[CH3:28])=[O:25])[CH2:12][CH2:13][CH2:14][NH:15][C:16]([O:18][C:19]([CH3:22])([CH3:21])[CH3:20])=[O:17])(=O)=O, predict the reaction product. The product is: [N:1]([CH2:10][C@@H:11]([NH:23][C:24]([O:26][C:27]([CH3:28])([CH3:30])[CH3:29])=[O:25])[CH2:12][CH2:13][CH2:14][NH:15][C:16](=[O:17])[O:18][C:19]([CH3:20])([CH3:21])[CH3:22])=[N+:2]=[N-:3]. (4) The product is: [CH3:2][O:3][C:4]([CH:6]1[CH:11]([NH2:30])[CH2:10][CH2:9][N:8]([CH2:13][C:14]2[CH:19]=[CH:18][CH:17]=[CH:16][CH:15]=2)[CH2:7]1)=[O:5]. Given the reactants Cl.[CH3:2][O:3][C:4]([CH:6]1[C:11](=O)[CH2:10][CH2:9][N:8]([CH2:13][C:14]2[CH:19]=[CH:18][CH:17]=[CH:16][CH:15]=2)[CH2:7]1)=[O:5].C(=O)([O-])[O-].C([O-])(=O)C.[NH4+].C([BH3-])#[N:30].[Na+], predict the reaction product. (5) Given the reactants [N+:1]([C:4]1[CH:5]=[C:6]([NH:10][C:11]2[N:18]=[CH:17][CH:16]=[CH:15][C:12]=2[CH:13]=O)[CH:7]=[CH:8][CH:9]=1)([O-:3])=[O:2].[S:19]1[C:23]2[CH:24]=[CH:25][CH:26]=[CH:27][C:22]=2[N:21]=[C:20]1[CH2:28][CH2:29][CH2:30][CH2:31][CH2:32][C:33](OCC)=[O:34].[Li+].CC([N-]C(C)C)C, predict the reaction product. The product is: [N+:1]([C:4]1[CH:5]=[C:6]([N:10]2[C:11]3[C:12](=[CH:15][CH:16]=[CH:17][N:18]=3)[CH:13]=[C:32]([CH2:31][CH2:30][CH2:29][CH2:28][C:20]3[S:19][C:23]4[CH:24]=[CH:25][CH:26]=[CH:27][C:22]=4[N:21]=3)[C:33]2=[O:34])[CH:7]=[CH:8][CH:9]=1)([O-:3])=[O:2]. (6) Given the reactants [NH2:1][CH2:2][CH2:3][NH:4][CH2:5][CH2:6][CH2:7][Si:8]([O:15][CH2:16]C)([O:12][CH2:13]C)[O:9][CH2:10]C.NCCCCCCNC[Si](OCC)(OCC)OCC.NCCCCCCNC[Si](OC)(OC)OC.NCCCCCCNCCC[Si](OCC)(OCC)OCC.NCCCCCCNCCC[Si](OC)(OC)OC.NCCNCCCCCCCCCCC[Si](OC)(OC)OC.NCCNCCCO[Si](CCC1C=CC=CC=1)(OC)OC.NCCNCCC[Si](O)(O)O.NCCNCCC[Si](C)(OC)OC, predict the reaction product. The product is: [NH2:1][CH2:2][CH2:3][NH:4][CH2:5][CH2:6][CH2:7][Si:8]([O:15][CH3:16])([O:9][CH3:10])[O:12][CH3:13]. (7) Given the reactants [F:1][C:2]1[CH:7]=[C:6]([S:8]([CH3:11])(=[O:10])=[O:9])[CH:5]=[CH:4][C:3]=1[N:12]1[C:16]2=[N:17][CH:18]=[N:19][C:20]([O:21][CH:22]3[CH2:27][CH2:26][NH:25][CH2:24][CH2:23]3)=[C:15]2[CH:14]=[N:13]1.Cl[C:29]([O:31][CH:32]([CH3:34])[CH3:33])=[O:30], predict the reaction product. The product is: [CH:32]([O:31][C:29]([N:25]1[CH2:24][CH2:23][CH:22]([O:21][C:20]2[N:19]=[CH:18][N:17]=[C:16]3[N:12]([C:3]4[CH:4]=[CH:5][C:6]([S:8]([CH3:11])(=[O:9])=[O:10])=[CH:7][C:2]=4[F:1])[N:13]=[CH:14][C:15]=23)[CH2:27][CH2:26]1)=[O:30])([CH3:34])[CH3:33].